This data is from Forward reaction prediction with 1.9M reactions from USPTO patents (1976-2016). The task is: Predict the product of the given reaction. (1) Given the reactants C([O:3][C:4](=[O:7])[CH2:5][SH:6])C.[H-].[Na+].[Cl:10][C:11]1[CH:16]=[C:15]([Cl:17])[CH:14]=[CH:13][C:12]=1[O:18][CH2:19]Cl, predict the reaction product. The product is: [Cl:10][C:11]1[CH:16]=[C:15]([Cl:17])[CH:14]=[CH:13][C:12]=1[O:18][CH2:19][S:6][CH2:5][C:4]([OH:3])=[O:7]. (2) Given the reactants [Cl:1][C:2]1[CH:3]=[CH:4][C:5]2[CH2:11][C:10]3[CH:12]=[CH:13][CH:14]=[CH:15][C:9]=3[C:8](=O)[NH:7][C:6]=2[CH:17]=1.[NH:18]1[CH2:23][CH2:22][NH:21][CH2:20][CH2:19]1, predict the reaction product. The product is: [Cl:1][C:2]1[CH:3]=[CH:4][C:5]2[CH2:11][C:10]3[CH:12]=[CH:13][CH:14]=[CH:15][C:9]=3[C:8]([N:18]3[CH2:23][CH2:22][NH:21][CH2:20][CH2:19]3)=[N:7][C:6]=2[CH:17]=1. (3) The product is: [O:1]1[C:5]2[CH:6]=[CH:7][CH:8]=[CH:9][C:4]=2[CH:3]=[C:2]1[C:10]1[C:18]2[C:13](=[CH:14][CH:15]=[C:16]([C:19]([NH:58][CH2:57][CH2:56][CH2:55][CH2:54][N:53]([CH3:59])[CH3:52])=[O:21])[CH:17]=2)[NH:12][N:11]=1. Given the reactants [O:1]1[C:5]2[CH:6]=[CH:7][CH:8]=[CH:9][C:4]=2[CH:3]=[C:2]1[C:10]1[C:18]2[C:13](=[CH:14][CH:15]=[C:16]([C:19]([OH:21])=O)[CH:17]=2)[N:12](C2CCCCO2)[N:11]=1.F[P-](F)(F)(F)(F)F.N1(OC(N(C)C)=[N+](C)C)C2C=CC=CC=2N=N1.[CH3:52][N:53]([CH3:59])[CH2:54][CH2:55][CH2:56][CH2:57][NH2:58], predict the reaction product. (4) Given the reactants [NH2:1][CH2:2][CH:3]([NH:14][C:15](=[O:21])[O:16][C:17]([CH3:20])([CH3:19])[CH3:18])[C:4]1[CH:9]=[CH:8][CH:7]=[C:6]([C:10]([F:13])([F:12])[F:11])[CH:5]=1.C(N(CC)CC)C.Cl[C:30]([O:32][CH3:33])=[O:31], predict the reaction product. The product is: [F:11][C:10]([F:13])([F:12])[C:6]1[CH:5]=[C:4]([CH:3]([NH:14][C:15](=[O:21])[O:16][C:17]([CH3:18])([CH3:20])[CH3:19])[CH2:2][NH:1][C:30](=[O:31])[O:32][CH3:33])[CH:9]=[CH:8][CH:7]=1.